This data is from Catalyst prediction with 721,799 reactions and 888 catalyst types from USPTO. The task is: Predict which catalyst facilitates the given reaction. (1) Reactant: FC(F)(F)C(O)=O.[C:8]([O-:26])(=[O:25])[CH2:9][CH2:10][CH2:11][CH2:12][CH2:13][CH2:14][CH2:15][CH2:16][CH2:17][CH2:18][CH2:19][CH2:20][CH2:21][CH2:22][CH2:23][CH3:24]. Product: [C:8]([OH:26])(=[O:25])[CH2:9][CH2:10][CH2:11][CH2:12][CH2:13][CH2:14][CH2:15][CH2:16][CH2:17][CH2:18][CH2:19][CH2:20][CH2:21][CH2:22][CH2:23][CH3:24]. The catalyst class is: 4. (2) Reactant: Cl[CH2:2][C:3]1[O:7][CH:6]=[N:5][C:4]=1[C:8]1[CH:13]=[CH:12][C:11]([F:14])=[CH:10][CH:9]=1.[C:15]([NH:18][CH:19]1[CH2:24][CH2:23][NH:22][CH2:21][CH2:20]1)(=[O:17])[CH3:16].C(=O)([O-])[O-].[K+].[K+]. The catalyst class is: 10. Product: [F:14][C:11]1[CH:12]=[CH:13][C:8]([C:4]2[N:5]=[CH:6][O:7][C:3]=2[CH2:2][N:22]2[CH2:23][CH2:24][CH:19]([NH:18][C:15](=[O:17])[CH3:16])[CH2:20][CH2:21]2)=[CH:9][CH:10]=1.